From a dataset of Forward reaction prediction with 1.9M reactions from USPTO patents (1976-2016). Predict the product of the given reaction. (1) Given the reactants CC([N:5]=[C:6]([C:10]1[CH:11]=[C:12]2[C:17](=[CH:18][CH:19]=1)[N:16]([CH3:20])[CH2:15][CH2:14][CH2:13]2)[CH2:7][CH2:8][CH3:9])(C)C.C[O:22][CH:23]=[C:24]([C:29]([O:31][CH3:32])=[O:30])[C:25](OC)=O, predict the reaction product. The product is: [CH2:8]([C:7]1[CH:25]=[C:24]([C:29]([O:31][CH3:32])=[O:30])[C:23](=[O:22])[NH:5][C:6]=1[C:10]1[CH:11]=[C:12]2[C:17](=[CH:18][CH:19]=1)[N:16]([CH3:20])[CH2:15][CH2:14][CH2:13]2)[CH3:9]. (2) Given the reactants [Al].[CH3:2][O:3][C:4]1[CH:16]=[CH:15][C:14]2[C:13]3[C:8](=[CH:9][CH:10]=[CH:11][CH:12]=3)[NH:7][C:6]=2[CH:5]=1.[Br:17]N1C(=O)CCC1=O, predict the reaction product. The product is: [Br:17][C:16]1[C:4]([O:3][CH3:2])=[CH:5][C:6]2[NH:7][C:8]3[C:13]([C:14]=2[CH:15]=1)=[CH:12][CH:11]=[CH:10][CH:9]=3.